The task is: Regression. Given a peptide amino acid sequence and an MHC pseudo amino acid sequence, predict their binding affinity value. This is MHC class I binding data.. This data is from Peptide-MHC class I binding affinity with 185,985 pairs from IEDB/IMGT. (1) The binding affinity (normalized) is 0.0847. The peptide sequence is APYFATVRL. The MHC is HLA-A31:01 with pseudo-sequence HLA-A31:01. (2) The peptide sequence is SLEATFIDV. The MHC is HLA-A02:01 with pseudo-sequence HLA-A02:01. The binding affinity (normalized) is 0.519. (3) The peptide sequence is GAGLLFSIM. The MHC is H-2-Kb with pseudo-sequence H-2-Kb. The binding affinity (normalized) is 0.271. (4) The peptide sequence is KVFDKSLLY. The MHC is HLA-B15:17 with pseudo-sequence HLA-B15:17. The binding affinity (normalized) is 0.907. (5) The MHC is HLA-A02:01 with pseudo-sequence HLA-A02:01. The binding affinity (normalized) is 0.172. The peptide sequence is LLENKSLTI. (6) The peptide sequence is AIEPSGNNY. The MHC is HLA-A11:01 with pseudo-sequence HLA-A11:01. The binding affinity (normalized) is 0.199. (7) The peptide sequence is LKEYKRMEKW. The MHC is Mamu-B17 with pseudo-sequence Mamu-B17. The binding affinity (normalized) is 0.407.